From a dataset of Peptide-MHC class I binding affinity with 185,985 pairs from IEDB/IMGT. Regression. Given a peptide amino acid sequence and an MHC pseudo amino acid sequence, predict their binding affinity value. This is MHC class I binding data. (1) The peptide sequence is TPSRVTGGVF. The MHC is Patr-A0701 with pseudo-sequence Patr-A0701. The binding affinity (normalized) is 0. (2) The peptide sequence is KVGFIMLFH. The MHC is HLA-B51:01 with pseudo-sequence HLA-B51:01. The binding affinity (normalized) is 0.0847.